From a dataset of Forward reaction prediction with 1.9M reactions from USPTO patents (1976-2016). Predict the product of the given reaction. (1) Given the reactants N[C:2]1[CH:7]=[CH:6][C:5]([Cl:8])=[CH:4][N:3]=1.C([N:11](CC)CC)C.[CH3:16][C:17]([CH3:22])([CH3:21])[C:18](Cl)=[O:19], predict the reaction product. The product is: [Cl:8][C:5]1[CH:6]=[CH:7][C:2]([CH2:16][C:17]([CH3:22])([CH3:21])[C:18]([NH2:11])=[O:19])=[N:3][CH:4]=1. (2) Given the reactants [CH2:1]([N:8]1[CH2:13][CH2:12][N:11](C(=O)COC)[CH2:10][CH2:9]1)[C:2]1[CH:7]=[CH:6][CH:5]=[CH:4][CH:3]=1.[CH3:19][Mg]Br.[CH2:22]1[CH2:26][O:25][CH2:24][CH2:23]1, predict the reaction product. The product is: [CH2:1]([N:8]1[CH2:13][CH2:12][N:11]([C:22]([CH3:23])([CH3:19])[CH2:26][O:25][CH3:24])[CH2:10][CH2:9]1)[C:2]1[CH:3]=[CH:4][CH:5]=[CH:6][CH:7]=1. (3) Given the reactants NC1C=CC(P(=O)(OC(C)C)OC(C)C)=CC=1.[N+:18]([C:21]1[CH:22]=[C:23]([P:27](=[O:36])([O:32][CH:33]([CH3:35])[CH3:34])[O:28][CH:29]([CH3:31])[CH3:30])[CH:24]=[CH:25][CH:26]=1)([O-])=O, predict the reaction product. The product is: [NH2:18][C:21]1[CH:22]=[C:23]([P:27](=[O:36])([O:28][CH:29]([CH3:31])[CH3:30])[O:32][CH:33]([CH3:35])[CH3:34])[CH:24]=[CH:25][CH:26]=1. (4) Given the reactants [CH3:1][C@H:2]1[C@H:7]([NH:8][C:9](=[O:15])[O:10][C:11]([CH3:14])([CH3:13])[CH3:12])[CH2:6][CH2:5][CH2:4][NH:3]1.C(N(C(C)C)CC)(C)C.Cl[C:26]([O:28][CH2:29][C:30]1[CH:35]=[CH:34][CH:33]=[CH:32][CH:31]=1)=[O:27], predict the reaction product. The product is: [C:11]([O:10][C:9]([NH:8][C@@H:7]1[CH2:6][CH2:5][CH2:4][N:3]([C:26]([O:28][CH2:29][C:30]2[CH:35]=[CH:34][CH:33]=[CH:32][CH:31]=2)=[O:27])[C@H:2]1[CH3:1])=[O:15])([CH3:14])([CH3:13])[CH3:12]. (5) Given the reactants [O:1]=[C:2]1[CH:7]([N:8]2C(=O)C3C(=CC=CC=3NC=O)N=C2C)[CH2:6][CH2:5][C:4](=[O:23])[NH:3]1.[CH3:24][C:25]1O[C:27](=[O:38])[C:28]2[C:34]([N+:35]([O-:37])=[O:36])=[CH:33][CH:32]=[CH:31][C:29]=2[N:30]=1.NC1CCC(=O)NC1=O, predict the reaction product. The product is: [CH3:24][C:25]1[N:8]([CH:7]2[CH2:6][CH2:5][C:4](=[O:23])[NH:3][C:2]2=[O:1])[C:27](=[O:38])[C:28]2[C:29](=[CH:31][CH:32]=[CH:33][C:34]=2[N+:35]([O-:37])=[O:36])[N:30]=1.